From a dataset of Full USPTO retrosynthesis dataset with 1.9M reactions from patents (1976-2016). Predict the reactants needed to synthesize the given product. Given the product [OH:2][CH2:3][CH:5]1[CH2:9][N:8]([C@@H:10]([CH3:14])[C:11]([NH2:13])=[O:12])[C:7](=[O:16])[CH2:6]1.[OH:4][CH2:3][CH:5]1[CH2:9][N:8]([C@@H:10]([CH2:14][CH2:15][CH3:21])[C:11]([NH2:13])=[O:12])[C:7](=[O:16])[CH2:6]1.[OH:2][CH2:3][CH:5]1[CH2:9][N:8]([C@@H:10]([CH2:14][CH3:15])[C:11]([NH:13][CH3:21])=[O:12])[C:7](=[O:16])[CH2:6]1, predict the reactants needed to synthesize it. The reactants are: C[O:2][C:3]([CH:5]1[CH2:9][N:8]([C@@H:10]([CH2:14][CH3:15])[C:11]([NH2:13])=[O:12])[C:7](=[O:16])[CH2:6]1)=[O:4].[BH4-].[Na+].[NH4+].[Cl-].[CH3:21]C(C)=O.